From a dataset of NCI-60 drug combinations with 297,098 pairs across 59 cell lines. Regression. Given two drug SMILES strings and cell line genomic features, predict the synergy score measuring deviation from expected non-interaction effect. Drug 1: C1CCC(CC1)NC(=O)N(CCCl)N=O. Drug 2: C(CC(=O)O)C(=O)CN.Cl. Cell line: SK-MEL-5. Synergy scores: CSS=12.1, Synergy_ZIP=-5.85, Synergy_Bliss=-4.46, Synergy_Loewe=-8.32, Synergy_HSA=-6.04.